This data is from Full USPTO retrosynthesis dataset with 1.9M reactions from patents (1976-2016). The task is: Predict the reactants needed to synthesize the given product. Given the product [F:18][C:19]1[CH:26]=[CH:25][C:22]([CH2:23][N:1]2[CH:5]=[C:4]([C:6]3[C:7]([C:12]4[CH:13]=[CH:14][CH:15]=[CH:16][CH:17]=4)=[N:8][O:9][C:10]=3[CH3:11])[N:3]=[CH:2]2)=[CH:21][CH:20]=1, predict the reactants needed to synthesize it. The reactants are: [NH:1]1[CH:5]=[C:4]([C:6]2[C:7]([C:12]3[CH:17]=[CH:16][CH:15]=[CH:14][CH:13]=3)=[N:8][O:9][C:10]=2[CH3:11])[N:3]=[CH:2]1.[F:18][C:19]1[CH:26]=[CH:25][C:22]([CH2:23]Br)=[CH:21][CH:20]=1.